From a dataset of Forward reaction prediction with 1.9M reactions from USPTO patents (1976-2016). Predict the product of the given reaction. (1) Given the reactants [CH:1]1[C:14]2[C:5](=[CH:6][C:7]3[C:12]([C:13]=2[CH2:15][O:16][C:17]2[C:18]4[O:31][N:30]=[C:29]([C:32]5[CH:37]=[CH:36][CH:35]=[CH:34][CH:33]=5)[C:19]=4[C:20](I)=[N:21][C:22]=2[C:23]([O:25][CH2:26][CH3:27])=[O:24])=[CH:11][CH:10]=[CH:9][CH:8]=3)[CH:4]=[CH:3][CH:2]=1.[CH2:38]([B-](F)(F)F)[C:39]1[CH:44]=[CH:43][CH:42]=[CH:41][CH:40]=1.[K+].C(=O)([O-])[O-].[Cs+].[Cs+], predict the reaction product. The product is: [CH:1]1[C:14]2[C:5](=[CH:6][C:7]3[C:12]([C:13]=2[CH2:15][O:16][C:17]2[C:18]4[O:31][N:30]=[C:29]([C:32]5[CH:37]=[CH:36][CH:35]=[CH:34][CH:33]=5)[C:19]=4[C:20]([CH2:38][C:39]4[CH:44]=[CH:43][CH:42]=[CH:41][CH:40]=4)=[N:21][C:22]=2[C:23]([O:25][CH2:26][CH3:27])=[O:24])=[CH:11][CH:10]=[CH:9][CH:8]=3)[CH:4]=[CH:3][CH:2]=1. (2) Given the reactants [Cl:1][C:2]1[CH:3]=[C:4]([C:9]2[N:14]=[C:13]([OH:15])[CH:12]=[C:11]([CH:16]([CH3:18])[CH3:17])[N:10]=2)[CH:5]=[C:6]([Cl:8])[CH:7]=1.[F:19][C:20]1[CH:27]=[CH:26][C:23]([CH2:24]Br)=[CH:22][CH:21]=1, predict the reaction product. The product is: [Cl:8][C:6]1[CH:5]=[C:4]([C:9]2[N:14]=[C:13]([O:15][CH2:24][C:23]3[CH:26]=[CH:27][C:20]([F:19])=[CH:21][CH:22]=3)[CH:12]=[C:11]([CH:16]([CH3:18])[CH3:17])[N:10]=2)[CH:3]=[C:2]([Cl:1])[CH:7]=1.